This data is from Forward reaction prediction with 1.9M reactions from USPTO patents (1976-2016). The task is: Predict the product of the given reaction. (1) Given the reactants [NH2:1][C:2]1[C:11]2[C:6](=[C:7](Br)[CH:8]=[CH:9][CH:10]=2)[N:5]=[N:4][C:3]=1[C:13]([NH:15][CH2:16][CH2:17][CH3:18])=[O:14].[F:19][C:20]1[CH:25]=[CH:24][C:23]([F:26])=[CH:22][C:21]=1B(O)O, predict the reaction product. The product is: [NH2:1][C:2]1[C:11]2[C:6](=[C:7]([C:24]3[CH:25]=[C:20]([F:19])[CH:21]=[CH:22][C:23]=3[F:26])[CH:8]=[CH:9][CH:10]=2)[N:5]=[N:4][C:3]=1[C:13]([NH:15][CH2:16][CH2:17][CH3:18])=[O:14]. (2) Given the reactants O.Cl.[OH:3][CH2:4][C:5]1[CH:10]=[CH:9][N:8]=[C:7]([C:11]([NH:13][CH3:14])=[O:12])[CH:6]=1, predict the reaction product. The product is: [CH:4]([C:5]1[CH:10]=[CH:9][N:8]=[C:7]([C:11]([NH:13][CH3:14])=[O:12])[CH:6]=1)=[O:3].